This data is from Forward reaction prediction with 1.9M reactions from USPTO patents (1976-2016). The task is: Predict the product of the given reaction. (1) The product is: [ClH:34].[N:35]12[CH2:40][CH2:39][CH:38]([CH2:41][CH2:42]1)[C@@H:37]([NH:43][C:44]([C:46]1[S:47][C:48]3[C:54]([C:55]4[CH:63]=[CH:62][CH:61]=[C:57]([C:58]([N:64]5[CH2:69][CH2:68][O:67][CH2:66][CH2:65]5)=[O:60])[CH:56]=4)=[CH:53][CH:52]=[CH:51][C:49]=3[CH:50]=1)=[O:45])[CH2:36]2. Given the reactants CN(C(ON1N=NC2C=CC=NC1=2)=[N+](C)C)C.F[P-](F)(F)(F)(F)F.C(N(CC)C(C)C)(C)C.[ClH:34].[N:35]12[CH2:42][CH2:41][CH:38]([CH2:39][CH2:40]1)[C@@H:37]([NH:43][C:44]([C:46]1[S:47][C:48]3[C:54]([C:55]4[CH:56]=[C:57]([CH:61]=[CH:62][CH:63]=4)[C:58]([OH:60])=O)=[CH:53][CH:52]=[CH:51][C:49]=3[CH:50]=1)=[O:45])[CH2:36]2.[NH:64]1[CH2:69][CH2:68][O:67][CH2:66][CH2:65]1, predict the reaction product. (2) Given the reactants [C:1]1([C:7]2[CH:12]=[CH:11][C:10]([OH:13])=[CH:9][CH:8]=2)[CH:6]=[CH:5][CH:4]=[CH:3][CH:2]=1.C[O:15][C:16]([C:18]1[CH:23]=[CH:22][CH:21]=[C:20]([CH2:24]Br)[N:19]=1)=[O:17], predict the reaction product. The product is: [C:7]1([C:1]2[CH:2]=[CH:3][CH:4]=[CH:5][CH:6]=2)[CH:8]=[CH:9][C:10]([O:13][CH2:24][C:20]2[N:19]=[C:18]([C:16]([OH:17])=[O:15])[CH:23]=[CH:22][CH:21]=2)=[CH:11][CH:12]=1. (3) Given the reactants C(O)C.[Cl:4][C:5]1[CH:6]=[C:7]([C:11]2[CH:16]=[C:15]([CH2:17][C:18]3[CH:23]=[CH:22][C:21]([N+:24]([O-])=O)=[CH:20][CH:19]=3)[CH:14]=[CH:13][C:12]=2[O:27][CH3:28])[CH:8]=[CH:9][CH:10]=1, predict the reaction product. The product is: [Cl:4][C:5]1[CH:6]=[C:7]([C:11]2[C:12]([O:27][CH3:28])=[CH:13][CH:14]=[C:15]([CH2:17][C:18]3[CH:19]=[CH:20][C:21]([NH2:24])=[CH:22][CH:23]=3)[CH:16]=2)[CH:8]=[CH:9][CH:10]=1. (4) Given the reactants [H-].[Na+].[C:3]([CH2:5]P(=O)(OCC)OCC)#[N:4].[CH3:14][C:15]1[O:16][C:17]2[C:26]3[C:25](=O)[CH2:24][CH2:23][C:22]=3[CH:21]=[CH:20][C:18]=2[N:19]=1.[Cl-].[NH4+], predict the reaction product. The product is: [CH3:14][C:15]1[O:16][C:17]2[C:26]3[C:25](=[CH:5][C:3]#[N:4])[CH2:24][CH2:23][C:22]=3[CH:21]=[CH:20][C:18]=2[N:19]=1. (5) Given the reactants [O:1]1[CH2:6][CH2:5][N:4]([C:7]2[CH:8]=[CH:9][C:10]([N+:15]([O-:17])=[O:16])=[C:11]([CH:14]=2)[CH:12]=[O:13])[CH2:3][CH2:2]1.[BH4-].[Na+], predict the reaction product. The product is: [O:1]1[CH2:6][CH2:5][N:4]([C:7]2[CH:8]=[CH:9][C:10]([N+:15]([O-:17])=[O:16])=[C:11]([CH2:12][OH:13])[CH:14]=2)[CH2:3][CH2:2]1. (6) Given the reactants [F:1][C:2]1[CH:3]=[C:4]([CH2:9][CH:10]([NH:14][C:15](=[O:21])[O:16][C:17]([CH3:20])([CH3:19])[CH3:18])[CH:11]2[CH2:13][O:12]2)[CH:5]=[C:6]([F:8])[CH:7]=1.[CH2:22]([C:27]1[S:28][CH:29]=[C:30]([C:32]2([NH2:35])[CH2:34][CH2:33]2)[N:31]=1)[C:23]([CH3:26])([CH3:25])[CH3:24].C(N(CC)C(C)C)(C)C, predict the reaction product. The product is: [F:1][C:2]1[CH:3]=[C:4]([CH2:9][CH:10]([NH:14][C:15](=[O:21])[O:16][C:17]([CH3:20])([CH3:19])[CH3:18])[CH:11]([OH:12])[CH2:13][NH:35][C:32]2([C:30]3[N:31]=[C:27]([CH2:22][C:23]([CH3:26])([CH3:25])[CH3:24])[S:28][CH:29]=3)[CH2:33][CH2:34]2)[CH:5]=[C:6]([F:8])[CH:7]=1. (7) Given the reactants [CH2:1]([C@@H:5]1[N:10]([C:11](=[O:25])[C:12]2[CH:17]=[CH:16][C:15](OC3C=CC=CC=3)=[CH:14][CH:13]=2)[CH2:9][C@H:8]([CH2:26][CH:27]([CH3:29])[CH3:28])[NH:7][C:6]1=[O:30])[CH:2]([CH3:4])[CH3:3].C([C@@H]1NC[C@H](CC(C)C)NC1=O)C(C)C.C1(C2[O:53][N:52]=C(C(O)=O)C=2)CC1, predict the reaction product. The product is: [CH:15]1([C:16]2[O:53][N:52]=[C:12]([C:11]([N:10]3[CH2:9][C@H:8]([CH2:26][CH:27]([CH3:28])[CH3:29])[NH:7][C:6](=[O:30])[C@@H:5]3[CH2:1][CH:2]([CH3:3])[CH3:4])=[O:25])[CH:17]=2)[CH2:14][CH2:13]1. (8) Given the reactants C(OC([N:11]1[CH2:16][CH2:15][CH:14]([CH:17]([C:19]2[N:23]3[N:24]=[CH:25][CH:26]=[CH:27][C:22]3=[C:21]([C:28]([O:30][CH2:31][CH3:32])=[O:29])[CH:20]=2)[CH3:18])[CH2:13][CH2:12]1)=O)C1C=CC=CC=1, predict the reaction product. The product is: [NH:11]1[CH2:16][CH2:15][CH:14]([CH:17]([C:19]2[N:23]3[N:24]=[CH:25][CH:26]=[CH:27][C:22]3=[C:21]([C:28]([O:30][CH2:31][CH3:32])=[O:29])[CH:20]=2)[CH3:18])[CH2:13][CH2:12]1. (9) Given the reactants Br[CH:2]([C:10]1[CH:15]=[CH:14][CH:13]=[CH:12][C:11]=1[Cl:16])[C:3]1[CH:8]=[CH:7][CH:6]=[CH:5][C:4]=1[Cl:9].[NH3:17], predict the reaction product. The product is: [ClH:9].[Cl:9][C:4]1[CH:5]=[CH:6][CH:7]=[CH:8][C:3]=1[CH:2]([NH2:17])[C:10]1[CH:15]=[CH:14][CH:13]=[CH:12][C:11]=1[Cl:16]. (10) Given the reactants [CH3:1][C:2]([NH:14][C:15]1[CH:20]=[C:19]([CH3:21])[CH:18]=[CH:17][C:16]=1[N+:22]([O-])=O)([CH3:13])[CH2:3][CH2:4][NH:5][C:6](=[O:12])[O:7][C:8]([CH3:11])([CH3:10])[CH3:9], predict the reaction product. The product is: [NH2:22][C:16]1[CH:17]=[CH:18][C:19]([CH3:21])=[CH:20][C:15]=1[NH:14][C:2]([CH3:13])([CH3:1])[CH2:3][CH2:4][NH:5][C:6](=[O:12])[O:7][C:8]([CH3:10])([CH3:9])[CH3:11].